From a dataset of Reaction yield outcomes from USPTO patents with 853,638 reactions. Predict the reaction yield, written as a fraction of the theoretical maximum amount of product (1.0 means a 100% yield; for example, 0.34 means a 34% yield). (1) The reactants are [CH3:1][N:2]1[C:7](=[O:8])[CH:6]=[CH:5][N:4]=[C:3]1[NH:9][C:10]1[CH:15]=[CH:14][CH:13]=[CH:12][CH:11]=1.CO.[Br:18]Br. The catalyst is C(Cl)(Cl)Cl. The product is [Br:18][C:6]1[C:7](=[O:8])[N:2]([CH3:1])[C:3]([NH:9][C:10]2[CH:15]=[CH:14][CH:13]=[CH:12][CH:11]=2)=[N:4][CH:5]=1. The yield is 1.00. (2) The reactants are [C:1]([C:4]1[C:9]([C:10]2[CH:15]=[CH:14][CH:13]=[CH:12][CH:11]=2)=[N:8][N:7]([CH2:16][CH3:17])[C:6](=[O:18])[C:5]=1[N+:19]([O-])=O)(=[O:3])[CH3:2].N[C:23]1[CH:27]=[CH:26][N:25]([CH3:28])[N:24]=1. The catalyst is C(O)C. The product is [C:1]([C:4]1[C:9]([C:10]2[CH:15]=[CH:14][CH:13]=[CH:12][CH:11]=2)=[N:8][N:7]([CH2:16][CH3:17])[C:6](=[O:18])[C:5]=1[NH:19][C:23]1[CH:27]=[CH:26][N:25]([CH3:28])[N:24]=1)(=[O:3])[CH3:2]. The yield is 0.596. (3) The reactants are [I:1][C:2]1[CH:3]=[C:4]2[C:9](=[CH:10][CH:11]=1)[C:8](=[O:12])[NH:7][C:6](=[O:13])/[C:5]/2=[CH:14]\[NH:15][C:16]1[CH:17]=[N:18][C:19]([N:22]2[CH2:27][CH2:26][NH:25][CH2:24][CH2:23]2)=[CH:20][CH:21]=1.[C:28](O[BH-](OC(=O)C)OC(=O)C)(=O)[CH3:29].[Na+].C(=O)C.C(O)(=O)C.C(=O)(O)[O-].[Na+]. The catalyst is CN1CCCC1=O.C(Cl)Cl. The product is [CH2:28]([N:25]1[CH2:24][CH2:23][N:22]([C:19]2[N:18]=[CH:17][C:16]([NH:15]/[CH:14]=[C:5]3\[C:6](=[O:13])[NH:7][C:8](=[O:12])[C:9]4[C:4]\3=[CH:3][C:2]([I:1])=[CH:11][CH:10]=4)=[CH:21][CH:20]=2)[CH2:27][CH2:26]1)[CH3:29]. The yield is 0.690. (4) The reactants are [C:1]1([S:7]([N:10]2[C:14]3=[N:15][CH:16]=[C:17]([C:19]([F:22])([F:21])[F:20])[CH:18]=[C:13]3[CH:12]=[CH:11]2)(=[O:9])=[O:8])[CH:6]=[CH:5][CH:4]=[CH:3][CH:2]=1.[CH2:23]([Li])[CH2:24][CH2:25][CH3:26].[CH3:28][CH2:29][CH2:30]CCC.C1(C=[O:40])CCCC1. The catalyst is O1CCCC1. The product is [C:1]1([S:7]([N:10]2[C:14]3=[N:15][CH:16]=[C:17]([C:19]([F:21])([F:22])[F:20])[CH:18]=[C:13]3[CH:12]=[C:11]2[CH:23]([OH:40])[CH2:24][CH:25]2[CH2:26][CH2:30][CH2:29][CH2:28]2)(=[O:8])=[O:9])[CH:6]=[CH:5][CH:4]=[CH:3][CH:2]=1. The yield is 1.00. (5) The reactants are [CH3:1][C:2]1[C:9]([N+:10]([O-:12])=[O:11])=[CH:8][CH:7]=[CH:6][C:3]=1[CH2:4]Cl.[Li+].[I-].[CH3:15][OH:16]. No catalyst specified. The product is [CH3:1][C:2]1[C:9]([N+:10]([O-:12])=[O:11])=[CH:8][CH:7]=[CH:6][C:3]=1[CH2:4][O:16][CH3:15]. The yield is 0.920. (6) The reactants are F[C:2]1[CH:9]=[C:8]([C:10]([F:13])([F:12])[F:11])[CH:7]=[CH:6][C:3]=1[CH:4]=[O:5].[F:14][C:15]1[CH:20]=[CH:19][C:18]([OH:21])=[CH:17][CH:16]=1. No catalyst specified. The product is [F:14][C:15]1[CH:20]=[CH:19][C:18]([O:21][C:2]2[CH:9]=[C:8]([C:10]([F:13])([F:12])[F:11])[CH:7]=[CH:6][C:3]=2[CH:4]=[O:5])=[CH:17][CH:16]=1. The yield is 0.990.